From a dataset of Full USPTO retrosynthesis dataset with 1.9M reactions from patents (1976-2016). Predict the reactants needed to synthesize the given product. (1) Given the product [Cl:14][C:11]1[C:12]([CH3:13])=[C:7]([CH:5]2[CH2:4][N:3]([CH2:36][C:37]([F:40])([F:39])[F:38])[CH2:6]2)[C:8]([O:28][CH3:29])=[C:9]([CH:15]([N:17]2[C:21]3=[N:22][CH:23]=[N:24][C:25]([NH2:26])=[C:20]3[C:19]([CH3:27])=[N:18]2)[CH3:16])[CH:10]=1, predict the reactants needed to synthesize it. The reactants are: Cl.Cl.[NH:3]1[CH2:6][CH:5]([C:7]2[C:8]([O:28][CH3:29])=[C:9]([CH:15]([N:17]3[C:21]4=[N:22][CH:23]=[N:24][C:25]([NH2:26])=[C:20]4[C:19]([CH3:27])=[N:18]3)[CH3:16])[CH:10]=[C:11]([Cl:14])[C:12]=2[CH3:13])[CH2:4]1.FC(F)(F)S(O[CH2:36][C:37]([F:40])([F:39])[F:38])(=O)=O.C(N(CC)CC)C. (2) Given the product [Cl:1][C:2]1[CH:3]=[CH:4][C:5]([C:27]#[N:28])=[C:6]([C:8]2[C:13]([O:14][CH3:15])=[CH:12][N:11]([CH:16]([CH2:20][C:21]3[O:25][CH:24]=[N:23][CH:22]=3)[C:17]([NH:38][C:36]3[CH:35]=[CH:34][C:33]4[N:32]([CH:31]=[CH:30][N:29]=4)[CH:37]=3)=[O:18])[C:10](=[O:26])[CH:9]=2)[CH:7]=1, predict the reactants needed to synthesize it. The reactants are: [Cl:1][C:2]1[CH:3]=[CH:4][C:5]([C:27]#[N:28])=[C:6]([C:8]2[C:13]([O:14][CH3:15])=[CH:12][N:11]([CH:16]([CH2:20][C:21]3[O:25][CH:24]=[N:23][CH:22]=3)[C:17](O)=[O:18])[C:10](=[O:26])[CH:9]=2)[CH:7]=1.[N:29]1[CH:30]=[CH:31][N:32]2[CH:37]=[C:36]([NH2:38])[CH:35]=[CH:34][C:33]=12. (3) Given the product [C:23]([CH2:22][C:19]1[CH:18]=[CH:17][C:16]([NH:15][C:28]([N:10]2[C:9]3[CH:8]=[CH:7][CH:6]=[CH:5][C:13]=3[NH:12][C:11]2=[O:14])=[O:29])=[CH:21][CH:20]=1)([OH:25])=[O:24], predict the reactants needed to synthesize it. The reactants are: ClC(O[C:5]1[C:13]2[NH:12][C:11]([OH:14])=[N:10][C:9]=2[CH:8]=[CH:7][CH:6]=1)=O.[NH2:15][C:16]1[CH:21]=[CH:20][C:19]([CH2:22][C:23]([OH:25])=[O:24])=[CH:18][CH:17]=1.C1C[O:29][CH2:28]C1. (4) Given the product [ClH:51].[CH3:1][O:2][C:3](=[O:50])[C:4]1[CH:9]=[CH:8][C:7]([C:10]([N:12]2[CH2:18][C@H:17]([NH:19][C:20](=[O:32])[C@@H:21]([NH:23][CH3:24])[CH3:22])[C:16](=[O:33])[N:15]([CH2:34][C:35]3[C:44]4[C:39](=[CH:40][CH:41]=[CH:42][CH:43]=4)[CH:38]=[CH:37][C:36]=3[CH3:45])[C:14]3[CH:46]=[CH:47][CH:48]=[CH:49][C:13]2=3)=[O:11])=[CH:6][CH:5]=1, predict the reactants needed to synthesize it. The reactants are: [CH3:1][O:2][C:3](=[O:50])[C:4]1[CH:9]=[CH:8][C:7]([C:10]([N:12]2[CH2:18][C@H:17]([NH:19][C:20](=[O:32])[C@@H:21]([N:23](C(OC(C)(C)C)=O)[CH3:24])[CH3:22])[C:16](=[O:33])[N:15]([CH2:34][C:35]3[C:44]4[C:39](=[CH:40][CH:41]=[CH:42][CH:43]=4)[CH:38]=[CH:37][C:36]=3[CH3:45])[C:14]3[CH:46]=[CH:47][CH:48]=[CH:49][C:13]2=3)=[O:11])=[CH:6][CH:5]=1.[ClH:51]. (5) Given the product [OH:4][C:5]1[CH:10]=[CH:9][C:8]([S:11][C:12]2[C:13]([C:25]([NH:27][C:28]3[CH:32]=[CH:31][N:30]([CH3:33])[N:29]=3)=[O:26])=[N:14][C:15]([S:18][C:19]3[N:23]([CH3:24])[CH:22]=[N:21][N:20]=3)=[CH:16][CH:17]=2)=[CH:7][CH:6]=1, predict the reactants needed to synthesize it. The reactants are: COC[O:4][C:5]1[CH:10]=[CH:9][C:8]([S:11][C:12]2[C:13]([C:25]([NH:27][C:28]3[CH:32]=[CH:31][N:30]([CH3:33])[N:29]=3)=[O:26])=[N:14][C:15]([S:18][C:19]3[N:23]([CH3:24])[CH:22]=[N:21][N:20]=3)=[CH:16][CH:17]=2)=[CH:7][CH:6]=1.FC(F)(F)C(O)=O. (6) The reactants are: [C:1]([N:9]1[CH2:22][CH2:21][C:20]2[C:19]3[C:18]([C:23]4[CH:28]=[CH:27][CH:26]=[CH:25][C:24]=4[O:29]C)=[CH:17][CH:16]=[CH:15][C:14]=3[NH:13][C:12]=2[CH2:11][CH2:10]1)(=[O:8])[C:2]1[CH:7]=[CH:6][CH:5]=[CH:4][CH:3]=1.B(Br)(Br)Br. Given the product [C:1]([N:9]1[CH2:22][CH2:21][C:20]2[C:19]3[C:18]([C:23]4[CH:28]=[CH:27][CH:26]=[CH:25][C:24]=4[OH:29])=[CH:17][CH:16]=[CH:15][C:14]=3[NH:13][C:12]=2[CH2:11][CH2:10]1)(=[O:8])[C:2]1[CH:3]=[CH:4][CH:5]=[CH:6][CH:7]=1, predict the reactants needed to synthesize it. (7) Given the product [CH3:1][O:2][CH:3]([O:29][CH3:30])[C:4]1[CH:23]=[CH:22][C:7]([O:8][CH2:9][CH2:10][NH2:32])=[C:6]([O:24][CH3:25])[C:5]=1[N+:26]([O-:28])=[O:27], predict the reactants needed to synthesize it. The reactants are: [CH3:1][O:2][CH:3]([O:29][CH3:30])[C:4]1[CH:23]=[CH:22][C:7]([O:8][CH2:9][CH2:10]C23C=CC=CC2C(NC3=O)=O)=[C:6]([O:24][CH3:25])[C:5]=1[N+:26]([O-:28])=[O:27].O.[NH2:32]N.O. (8) Given the product [F:36][C:33]1[CH:32]=[CH:31][C:30]([N:27]2[CH2:26][CH2:25][N:24]([C:22]([O:9][CH2:8][C@@H:4]3[O:5][CH2:6][CH2:7][N:2]([CH3:1])[CH2:3]3)=[O:21])[CH2:29][CH2:28]2)=[CH:35][CH:34]=1, predict the reactants needed to synthesize it. The reactants are: [CH3:1][N:2]1[CH2:7][CH2:6][O:5][C@@H:4]([CH2:8][OH:9])[CH2:3]1.[H-].[Na+].[N+](C1C=CC([O:21][C:22]([N:24]2[CH2:29][CH2:28][N:27]([C:30]3[CH:35]=[CH:34][C:33]([F:36])=[CH:32][CH:31]=3)[CH2:26][CH2:25]2)=O)=CC=1)([O-])=O. (9) Given the product [NH:33]1[CH:37]=[C:36]([C:2]2[CH:3]=[C:4]([C:8]3([CH2:23][NH2:24])[CH2:13][CH2:12][N:11]([C:14]4[C:19]5[CH:20]=[CH:21][NH:22][C:18]=5[N:17]=[CH:16][N:15]=4)[CH2:10][CH2:9]3)[CH:5]=[CH:6][CH:7]=2)[CH:35]=[N:34]1, predict the reactants needed to synthesize it. The reactants are: Br[C:2]1[CH:3]=[C:4]([C:8]2([CH2:23][NH2:24])[CH2:13][CH2:12][N:11]([C:14]3[C:19]4[CH:20]=[CH:21][NH:22][C:18]=4[N:17]=[CH:16][N:15]=3)[CH2:10][CH2:9]2)[CH:5]=[CH:6][CH:7]=1.P([O-])([O-])([O-])=O.[K+].[K+].[K+].[NH:33]1[CH:37]=[C:36](B(O)O)[CH:35]=[N:34]1.